This data is from Full USPTO retrosynthesis dataset with 1.9M reactions from patents (1976-2016). The task is: Predict the reactants needed to synthesize the given product. (1) Given the product [S:1]1[CH2:6][CH2:5][CH:4]([C:7]2[CH:8]=[CH:9][C:10]([NH2:13])=[CH:11][CH:12]=2)[CH2:3][CH2:2]1, predict the reactants needed to synthesize it. The reactants are: [S:1]1[CH2:6][CH:5]=[C:4]([C:7]2[CH:12]=[CH:11][C:10]([NH2:13])=[CH:9][CH:8]=2)[CH2:3][CH2:2]1. (2) Given the product [CH3:20][S:21]([O:1][CH:2]([CH3:12])[CH2:3][NH:4][C:5]([O:6][C:7]([CH3:8])([CH3:10])[CH3:9])=[O:11])(=[O:23])=[O:22], predict the reactants needed to synthesize it. The reactants are: [OH:1][CH:2]([CH3:12])[CH2:3][NH:4][C:5](=[O:11])[O:6][C:7]([CH3:10])([CH3:9])[CH3:8].CCN(CC)CC.[CH3:20][S:21](Cl)(=[O:23])=[O:22].